From a dataset of Forward reaction prediction with 1.9M reactions from USPTO patents (1976-2016). Predict the product of the given reaction. (1) Given the reactants [N+:1]([C:4]1[CH:9]=[CH:8][C:7]([O:10][C:11](Cl)=[O:12])=[CH:6][CH:5]=1)([O-:3])=[O:2].C(N(CC)CC)C.[Cl:21][C:22]1[CH:29]=[C:28]([O:30][CH2:31][CH:32]=[C:33]([Cl:35])[Cl:34])[CH:27]=[C:26]([Cl:36])[C:23]=1[CH2:24][NH2:25].N(CC([O-])=O)C.[K+], predict the reaction product. The product is: [N+:1]([C:4]1[CH:9]=[CH:8][C:7]([O:10][C:11](=[O:12])[NH:25][CH2:24][C:23]2[C:26]([Cl:36])=[CH:27][C:28]([O:30][CH2:31][CH:32]=[C:33]([Cl:35])[Cl:34])=[CH:29][C:22]=2[Cl:21])=[CH:6][CH:5]=1)([O-:3])=[O:2]. (2) The product is: [CH3:1][C:2]1[N:6]2[C:7]3[CH:13]=[C:12]([CH3:14])[N:11]([CH2:15][C:16]4[CH:17]=[C:18]([CH2:19][OH:20])[CH:23]=[CH:24][CH:25]=4)[C:8]=3[CH:9]=[CH:10][C:5]2=[N:4][N:3]=1. Given the reactants [CH3:1][C:2]1[N:6]2[C:7]3[CH:13]=[C:12]([CH3:14])[N:11]([CH2:15][C:16]4[CH:17]=[C:18]([CH:23]=[CH:24][CH:25]=4)[C:19](OC)=[O:20])[C:8]=3[CH:9]=[CH:10][C:5]2=[N:4][N:3]=1.[H-].[H-].[H-].[H-].[Li+].[Al+3], predict the reaction product. (3) Given the reactants [CH3:1][C:2]1[CH:10]=[C:9]([C:11]([NH:13][C:14]2[CH:19]=[CH:18][CH:17]=[C:16]([C:20]3[C:29]4[C:24](=[CH:25][C:26]([O:32][CH3:33])=[C:27]([O:30][CH3:31])[CH:28]=4)[N:23]=[C:22]([NH:34][CH3:35])[N:21]=3)[CH:15]=2)=[O:12])[CH:8]=[CH:7][C:3]=1[C:4]([OH:6])=[O:5], predict the reaction product. The product is: [OH2:5].[CH3:1][C:2]1[CH:10]=[C:9]([C:11]([NH:13][C:14]2[CH:19]=[CH:18][CH:17]=[C:16]([C:20]3[C:29]4[C:24](=[CH:25][C:26]([O:32][CH3:33])=[C:27]([O:30][CH3:31])[CH:28]=4)[N:23]=[C:22]([NH:34][CH3:35])[N:21]=3)[CH:15]=2)=[O:12])[CH:8]=[CH:7][C:3]=1[C:4]([OH:6])=[O:5]. (4) The product is: [C:35]1([C:34](=[N:47][C:2]2[CH:3]=[C:4]([O:8][C:9]3[N:10]=[C:11]([NH:20][C:21]4[CH:26]=[CH:25][C:24]([N:27]5[CH2:32][CH2:31][N:30]([CH3:33])[CH2:29][CH2:28]5)=[CH:23][CH:22]=4)[C:12]([C:17]([NH2:19])=[O:18])=[N:13][C:14]=3[CH2:15][CH3:16])[CH:5]=[N:6][CH:7]=2)[C:41]2[CH:42]=[CH:43][CH:44]=[CH:45][CH:46]=2)[CH:40]=[CH:39][CH:38]=[CH:37][CH:36]=1. Given the reactants Br[C:2]1[CH:3]=[C:4]([O:8][C:9]2[N:10]=[C:11]([NH:20][C:21]3[CH:26]=[CH:25][C:24]([N:27]4[CH2:32][CH2:31][N:30]([CH3:33])[CH2:29][CH2:28]4)=[CH:23][CH:22]=3)[C:12]([C:17]([NH2:19])=[O:18])=[N:13][C:14]=2[CH2:15][CH3:16])[CH:5]=[N:6][CH:7]=1.[C:34](=[NH:47])([C:41]1[CH:46]=[CH:45][CH:44]=[CH:43][CH:42]=1)[C:35]1[CH:40]=[CH:39][CH:38]=[CH:37][CH:36]=1.C(P(C(C)(C)C)C1C=CC=CC=1C1C(C(C)C)=CC(C(C)C)=CC=1C(C)C)(C)(C)C.P([O-])([O-])([O-])=O.[K+].[K+].[K+], predict the reaction product. (5) Given the reactants [Br:1][C:2]1[N:3]=[C:4]([NH:9][CH2:10][C:11]2[CH:12]=[C:13]3[C:18](=[CH:19][CH:20]=2)[N:17]=[CH:16][N:15]=[CH:14]3)[C:5]([NH2:8])=[N:6][CH:7]=1.[N:21](OCCC(C)C)=O, predict the reaction product. The product is: [Br:1][C:2]1[N:3]=[C:4]2[N:9]([CH2:10][C:11]3[CH:12]=[C:13]4[C:18](=[CH:19][CH:20]=3)[N:17]=[CH:16][N:15]=[CH:14]4)[N:21]=[N:8][C:5]2=[N:6][CH:7]=1. (6) Given the reactants [NH2:1][C:2]1[N:7]=[C:6]([C:8]2[NH:16][C:15]3[CH:14]([CH3:17])[CH2:13][NH:12][C:11](=[O:18])[C:10]=3[CH:9]=2)[CH:5]=[CH:4][N:3]=1.[ClH:19].NC1N=C(C2NC3CC(C)NC(=O)C=3C=2)C=CN=1, predict the reaction product. The product is: [ClH:19].[NH2:1][C:2]1[N:7]=[C:6]([C:8]2[NH:16][C:15]3[CH:14]([CH3:17])[CH2:13][NH:12][C:11](=[O:18])[C:10]=3[CH:9]=2)[CH:5]=[CH:4][N:3]=1. (7) Given the reactants [Br:1][C:2]1[CH:7]=[CH:6][N:5]=[C:4]([NH:8][C:9](=[O:11])[CH3:10])[CH:3]=1.C1C=C(Cl)C=C(C(OO)=[O:20])C=1, predict the reaction product. The product is: [Br:1][C:2]1[CH:7]=[CH:6][N+:5]([O-:20])=[C:4]([NH:8][C:9](=[O:11])[CH3:10])[CH:3]=1. (8) Given the reactants CC[S+]([O-:24])C1C(C#N)=NN(C2C(Cl)=CC(C(F)(F)F)=CC=2Cl)C=1N.C1C(C(F)(F)F)=CC(Cl)=C(N2N=C(C#N)C([S+]([O-])C(F)(F)F)=C2N)C=1Cl.CCC1C(Cl)=[C:55]([C:59](NCC2C=CC(C(C)(C)C)=CC=2)=[O:60])N(C)N=1.CCC1C(Cl)=C(C(NCC2C=CC(OC3C=CC(C)=CC=3)=CC=2)=O)N(C)N=1.COC1C(=O)C=C/C(=C\[NH:107][C:108]2[N:112]([C:113]3[C:118]([Cl:119])=[CH:117][C:116]([C:120]([F:123])([F:122])[F:121])=[CH:115][C:114]=3[Cl:124])[N:111]=[C:110](C#N)[C:109]=2[S:127][C:128](F)(F)F)/C=1, predict the reaction product. The product is: [CH3:55][C:59]([C:110]1[C:109]([S:127]([CH3:128])=[O:24])=[C:108]([NH2:107])[N:112]([C:113]2[C:118]([Cl:119])=[CH:117][C:116]([C:120]([F:123])([F:121])[F:122])=[CH:115][C:114]=2[Cl:124])[N:111]=1)=[O:60].